Dataset: Forward reaction prediction with 1.9M reactions from USPTO patents (1976-2016). Task: Predict the product of the given reaction. Given the reactants [CH2:1]([N:3]([CH2:21][CH3:22])[CH2:4][CH2:5][N:6]1[CH2:13][CH2:12][CH2:11][CH2:10][C:9]2[NH:14][C:15]([CH:18]=O)=[C:16]([CH3:17])[C:8]=2[C:7]1=[O:20])[CH3:2].[F:23][C:24]1[CH:25]=[C:26]2[C:30](=[CH:31][CH:32]=1)[NH:29][C:28](=[O:33])[CH2:27]2.N1CCCCC1, predict the reaction product. The product is: [CH2:1]([N:3]([CH2:21][CH3:22])[CH2:4][CH2:5][N:6]1[CH2:13][CH2:12][CH2:11][CH2:10][C:9]2[NH:14][C:15]([CH:18]=[C:27]3[C:26]4[C:30](=[CH:31][CH:32]=[C:24]([F:23])[CH:25]=4)[NH:29][C:28]3=[O:33])=[C:16]([CH3:17])[C:8]=2[C:7]1=[O:20])[CH3:2].